The task is: Predict which catalyst facilitates the given reaction.. This data is from Catalyst prediction with 721,799 reactions and 888 catalyst types from USPTO. Reactant: [C:1]([OH:8])(=[O:7])/[CH:2]=[CH:3]/[C:4]([OH:6])=[O:5].[F:9][CH:10]([F:40])[C:11]1[CH:16]=[C:15]([C@@:17]2([C:28]3[CH:33]=[CH:32][CH:31]=[C:30]([C:34]4[CH:35]=[N:36][CH:37]=[N:38][CH:39]=4)[CH:29]=3)[C:25]3[C:20](=[C:21]([F:26])[CH:22]=[CH:23][CH:24]=3)[C:19]([NH2:27])=[N:18]2)[CH:14]=[CH:13][N:12]=1.C(O)CCC. Product: [C:1]([OH:8])(=[O:7])/[CH:2]=[CH:3]/[C:4]([OH:6])=[O:5].[F:40][CH:10]([F:9])[C:11]1[CH:16]=[C:15]([C@@:17]2([C:28]3[CH:33]=[CH:32][CH:31]=[C:30]([C:34]4[CH:35]=[N:36][CH:37]=[N:38][CH:39]=4)[CH:29]=3)[C:25]3[C:20](=[C:21]([F:26])[CH:22]=[CH:23][CH:24]=3)[C:19]([NH2:27])=[N:18]2)[CH:14]=[CH:13][N:12]=1.[F:40][CH:10]([C:11]1[CH:16]=[C:15]([C@@:17]2([C:28]3[CH:33]=[CH:32][CH:31]=[C:30]([C:34]4[CH:39]=[N:38][CH:37]=[N:36][CH:35]=4)[CH:29]=3)[C:25]3[C:20](=[C:21]([F:26])[CH:22]=[CH:23][CH:24]=3)[C:19]([NH2:27])=[N:18]2)[CH:14]=[CH:13][N:12]=1)[F:9]. The catalyst class is: 5.